Dataset: Catalyst prediction with 721,799 reactions and 888 catalyst types from USPTO. Task: Predict which catalyst facilitates the given reaction. (1) Reactant: [C:1]([N:4]1[C:13]2[C:8](=[CH:9][C:10]([N:14]3[CH2:19][CH2:18][N:17](C(OC(C)(C)C)=O)[CH2:16][CH2:15]3)=[CH:11][CH:12]=2)[C@H:7]([NH:27][C:28]2[CH:33]=[CH:32][C:31]([C:34]#[N:35])=[CH:30][CH:29]=2)[C@@H:6]([CH3:36])[C@@H:5]1[CH2:37][CH3:38])(=[O:3])[CH3:2].C(O)(C(F)(F)F)=O. Product: [C:1]([N:4]1[C:13]2[C:8](=[CH:9][C:10]([N:14]3[CH2:15][CH2:16][NH:17][CH2:18][CH2:19]3)=[CH:11][CH:12]=2)[C@H:7]([NH:27][C:28]2[CH:29]=[CH:30][C:31]([C:34]#[N:35])=[CH:32][CH:33]=2)[C@@H:6]([CH3:36])[C@@H:5]1[CH2:37][CH3:38])(=[O:3])[CH3:2]. The catalyst class is: 98. (2) Reactant: [C:1]([O:4][C@@H:5]1[C@@H:9](Br)[C@@H:8]([CH2:11][O:12][C:13](=[O:15])[CH3:14])[O:7][C@H:6]1[N:16]1[CH:26]=[CH:25][C:20]([NH:21][C:22](=[O:24])[CH3:23])=[N:19][C:17]1=[O:18])(=[O:3])[CH3:2]. Product: [C:1]([O:4][C@@H:5]1[CH2:9][C@@H:8]([CH2:11][O:12][C:13](=[O:15])[CH3:14])[O:7][C@H:6]1[N:16]1[CH:26]=[CH:25][C:20]([NH:21][C:22](=[O:24])[CH3:23])=[N:19][C:17]1=[O:18])(=[O:3])[CH3:2]. The catalyst class is: 328. (3) Reactant: [Li].[Li+].CC([N-]C(C)C)C.[C:10]([N:13]1[CH2:18][CH2:17][O:16][CH2:15][CH2:14]1)(=[O:12])[CH3:11].C[O:20][C:21](=O)[C:22]1[CH:27]=[CH:26][CH:25]=[C:24]([O:28][CH2:29][CH:30]=[CH2:31])[C:23]=1[O:32][CH2:33][CH:34]=[CH2:35].Cl. Product: [CH2:33]([O:32][C:23]1[C:24]([O:28][CH2:29][CH:30]=[CH2:31])=[CH:25][CH:26]=[CH:27][C:22]=1[C:21](=[O:20])[CH2:11][C:10]([N:13]1[CH2:18][CH2:17][O:16][CH2:15][CH2:14]1)=[O:12])[CH:34]=[CH2:35]. The catalyst class is: 1. (4) Reactant: [C:1]1([CH:7]([C:9]2[CH:14]=[CH:13][CH:12]=[CH:11][CH:10]=2)[NH2:8])[CH:6]=[CH:5][CH:4]=[CH:3][CH:2]=1.[CH3:15][O:16][C:17]1[CH:24]=[CH:23][C:20]([CH:21]=O)=[CH:19][CH:18]=1.C(=O)([O-])[O-].[Na+].[Na+]. Product: [CH3:15][O:16][C:17]1[CH:24]=[CH:23][C:20](/[CH:21]=[N:8]/[CH:7]([C:1]2[CH:2]=[CH:3][CH:4]=[CH:5][CH:6]=2)[C:9]2[CH:10]=[CH:11][CH:12]=[CH:13][CH:14]=2)=[CH:19][CH:18]=1. The catalyst class is: 5. (5) Reactant: [CH:1]1([OH:9])[CH2:8][CH2:7][CH2:6][CH2:5][CH2:4][CH:3]=[CH:2]1.C([N:13]([CH:16]([CH3:18])[CH3:17])[CH2:14]C)(C)C.[OH:19]N1C2C=CC=CC=2N=N1.NC1C=[CH:36][C:33]([CH2:34][OH:35])=[CH:32]C=1. Product: [OH:35][CH2:34][C:33]1[CH:36]=[CH:17][C:16]([NH:13][C:14](=[O:19])[O:9][CH:1]2[CH2:8][CH2:7][CH2:6][CH2:5][CH2:4][CH:3]=[CH:2]2)=[CH:18][CH:32]=1. The catalyst class is: 1. (6) Reactant: [O:1]1[CH:5]=[CH:4][C:3]([C:6]2[C:11]([O:12][CH2:13][C:14]([O:16]C)=O)=[CH:10][CH:9]=[CH:8][N:7]=2)=[CH:2]1.[NH2:18][NH2:19]. Product: [O:1]1[CH:5]=[CH:4][C:3]([C:6]2[C:11]([O:12][CH2:13][C:14]([NH:18][NH2:19])=[O:16])=[CH:10][CH:9]=[CH:8][N:7]=2)=[CH:2]1. The catalyst class is: 14.